Dataset: Reaction yield outcomes from USPTO patents with 853,638 reactions. Task: Predict the reaction yield, written as a fraction of the theoretical maximum amount of product (1.0 means a 100% yield; for example, 0.34 means a 34% yield). (1) The reactants are [OH:1][C:2]1[C:11]2[C:6](=[CH:7][CH:8]=[CH:9][CH:10]=2)[C:5]([CH:12]=[O:13])=[CH:4][CH:3]=1.[C:14]([NH:21][CH2:22][CH2:23][CH2:24]Br)([O:16][C:17]([CH3:20])([CH3:19])[CH3:18])=[O:15].C(=O)([O-])[O-].[K+].[K+].O. The catalyst is CN(C=O)C. The product is [C:17]([O:16][C:14](=[O:15])[NH:21][CH2:22][CH2:23][CH2:24][O:1][C:2]1[C:11]2[C:6](=[CH:7][CH:8]=[CH:9][CH:10]=2)[C:5]([CH:12]=[O:13])=[CH:4][CH:3]=1)([CH3:20])([CH3:19])[CH3:18]. The yield is 0.720. (2) The catalyst is CO. The yield is 0.680. The reactants are C[O:2][C:3](=[O:27])[C:4]1[C:9]([O:10]C(=O)C)=[C:8]([O:14][CH2:15][C:16]2[CH:21]=[CH:20][CH:19]=[CH:18][CH:17]=2)[C:7]([CH2:22][O:23]C(=O)C)=[N:6][CH:5]=1.[OH-].[Na+].C(OCC)C.Cl. The product is [CH2:15]([O:14][C:8]1[C:7]([CH2:22][OH:23])=[N:6][CH:5]=[C:4]([C:9]=1[OH:10])[C:3]([OH:27])=[O:2])[C:16]1[CH:17]=[CH:18][CH:19]=[CH:20][CH:21]=1. (3) The reactants are C([O:3][C:4](=[O:32])[CH2:5][CH2:6][CH2:7][C:8]1[CH:13]=[CH:12][C:11]([NH:14][C:15]2[CH:20]=[C:19]([C:21]3[CH:26]=[C:25]([Cl:27])[CH:24]=[CH:23][C:22]=3[O:28][CH2:29][CH3:30])[N:18]=[C:17]([NH2:31])[N:16]=2)=[CH:10][CH:9]=1)C.[OH-].[Na+].[Cl-].[Na+].Cl. The catalyst is C(OCC)(=O)C.C(O)C. The product is [NH2:31][C:17]1[N:16]=[C:15]([NH:14][C:11]2[CH:12]=[CH:13][C:8]([CH2:7][CH2:6][CH2:5][C:4]([OH:32])=[O:3])=[CH:9][CH:10]=2)[CH:20]=[C:19]([C:21]2[CH:26]=[C:25]([Cl:27])[CH:24]=[CH:23][C:22]=2[O:28][CH2:29][CH3:30])[N:18]=1. The yield is 0.610. (4) The reactants are [CH2:1](Br)[C:2]1[CH:7]=[CH:6][CH:5]=[CH:4][CH:3]=1.[OH:9][C:10]1[CH:11]=[CH:12][C:13]([CH3:16])=[N:14][CH:15]=1.C(=O)([O-])[O-].[K+].[K+].O. The catalyst is C(#N)C.C(OCC)(=O)C. The product is [CH2:1]([O:9][C:10]1[CH:11]=[CH:12][C:13]([CH3:16])=[N:14][CH:15]=1)[C:2]1[CH:7]=[CH:6][CH:5]=[CH:4][CH:3]=1. The yield is 0.230.